This data is from Full USPTO retrosynthesis dataset with 1.9M reactions from patents (1976-2016). The task is: Predict the reactants needed to synthesize the given product. (1) Given the product [CH2:1]([O:8][C:9]1[CH:14]=[CH:13][C:12]([C:15]#[N:16])=[CH:11][C:10]=1[CH:17]([CH2:22][C:23]1[CH:28]=[CH:27][CH:26]=[CH:25][CH:24]=1)[C:18]([OH:20])=[O:19])[C:2]1[CH:3]=[CH:4][CH:5]=[CH:6][CH:7]=1, predict the reactants needed to synthesize it. The reactants are: [CH2:1]([O:8][C:9]1[CH:14]=[CH:13][C:12]([C:15]#[N:16])=[CH:11][C:10]=1[CH:17]([CH2:22][C:23]1[CH:28]=[CH:27][CH:26]=[CH:25][CH:24]=1)[C:18]([O:20]C)=[O:19])[C:2]1[CH:7]=[CH:6][CH:5]=[CH:4][CH:3]=1.[OH-].[Na+]. (2) Given the product [F:45][CH:44]([F:46])[CH2:43][N:20]1[CH:21]([C:24]2[CH:29]=[CH:28][CH:27]=[CH:26][CH:25]=2)[CH2:22][O:23][C:16]2([CH2:15][CH2:14][N:13]([C:11]([C:8]3[CH:9]=[CH:10][C:5]([O:4][CH:1]([CH3:3])[CH3:2])=[C:6]([O:30][CH3:31])[CH:7]=3)=[O:12])[CH2:18][CH2:17]2)[CH2:19]1, predict the reactants needed to synthesize it. The reactants are: [CH:1]([O:4][C:5]1[CH:10]=[CH:9][C:8]([C:11]([N:13]2[CH2:18][CH2:17][C:16]3([O:23][CH2:22][CH:21]([C:24]4[CH:29]=[CH:28][CH:27]=[CH:26][CH:25]=4)[NH:20][CH2:19]3)[CH2:15][CH2:14]2)=[O:12])=[CH:7][C:6]=1[O:30][CH3:31])([CH3:3])[CH3:2].C([O-])(O)=O.[Na+].FC(F)(F)S(O[CH2:43][CH:44]([F:46])[F:45])(=O)=O. (3) Given the product [Br:10][CH2:1][C:2]1[N:7]=[CH:6][C:5]([C:8]#[N:9])=[CH:4][CH:3]=1, predict the reactants needed to synthesize it. The reactants are: [CH3:1][C:2]1[N:7]=[CH:6][C:5]([C:8]#[N:9])=[CH:4][CH:3]=1.[Br:10]N1C(=O)CCC1=O.CC(N=NC(C#N)(C)C)(C#N)C. (4) Given the product [NH2:23][C:12]1[C:13]2[CH2:14][C:15]3[C:20](=[CH:19][CH:18]=[CH:17][CH:16]=3)[S:21][C:22]=2[C:9]([OH:8])=[CH:10][CH:11]=1, predict the reactants needed to synthesize it. The reactants are: C([O:8][C:9]1[C:22]2[S:21][C:20]3[C:15](=[CH:16][CH:17]=[CH:18][CH:19]=3)[CH2:14][C:13]=2[C:12]([NH:23]CC2C=CC(OC)=CC=2)=[CH:11][CH:10]=1)C1C=CC=CC=1.Cl.N1C=CC=CC=1. (5) Given the product [C:1]([C:3]1[C@@H:4]([C:16]2[CH:17]=[CH:18][CH:19]=[C:20]3[C:25]=2[O:24][C:23]([CH3:26])=[CH:22][C:21]3=[O:27])[C:5]([C:11]([O:13][CH2:14][CH3:15])=[O:12])=[C:6]([CH3:10])[NH:7][C:8]=1[CH3:9])#[N:2], predict the reactants needed to synthesize it. The reactants are: [C:1]([C:3]1[CH:4]([C:16]2[CH:17]=[CH:18][CH:19]=[C:20]3[C:25]=2[O:24][C:23]([CH3:26])=[CH:22][C:21]3=[O:27])[C:5]([C:11]([O:13][CH2:14][CH3:15])=[O:12])=[C:6]([CH3:10])[NH:7][C:8]=1[CH3:9])#[N:2].CCCC(C)C.C(O)C.C(NCC)C. (6) Given the product [CH2:20]([N:22]([CH2:23][C:24]1[CH:29]=[CH:28][N:27]=[CH:26][CH:25]=1)[C:17]([C:15]1[CH:16]=[C:11]([C:5]2[CH:4]=[C:3]([CH2:1][CH3:2])[C:8](=[O:9])[NH:7][C:6]=2[CH3:10])[CH:12]=[N:13][CH:14]=1)=[O:19])[CH3:21], predict the reactants needed to synthesize it. The reactants are: [CH2:1]([C:3]1[C:8](=[O:9])[NH:7][C:6]([CH3:10])=[C:5]([C:11]2[CH:12]=[N:13][CH:14]=[C:15]([C:17]([OH:19])=O)[CH:16]=2)[CH:4]=1)[CH3:2].[CH2:20]([NH:22][CH2:23][C:24]1[CH:29]=[CH:28][N:27]=[CH:26][CH:25]=1)[CH3:21]. (7) Given the product [CH3:1][C:2]1([NH:15][C:16](=[O:17])[O:18][CH2:19][C:20]2[CH:25]=[CH:24][CH:23]=[CH:22][CH:21]=2)[CH2:3][CH2:4][NH:5][CH2:6][CH2:7]1, predict the reactants needed to synthesize it. The reactants are: [CH3:1][C:2]1([NH:15][C:16]([O:18][CH2:19][C:20]2[CH:25]=[CH:24][CH:23]=[CH:22][CH:21]=2)=[O:17])[CH2:7][CH2:6][N:5](C(OC(C)(C)C)=O)[CH2:4][CH2:3]1.